This data is from Full USPTO retrosynthesis dataset with 1.9M reactions from patents (1976-2016). The task is: Predict the reactants needed to synthesize the given product. Given the product [N:4]1([S:1]([NH2:5])(=[O:3])=[O:2])[CH2:11][CH2:10][O:9][CH2:8][CH2:7]1, predict the reactants needed to synthesize it. The reactants are: [S:1]([NH2:5])([NH2:4])(=[O:3])=[O:2].N1[CH2:11][CH2:10][O:9][CH2:8][CH2:7]1.C(OCCOCC)C.